Task: Predict the reactants needed to synthesize the given product.. Dataset: Full USPTO retrosynthesis dataset with 1.9M reactions from patents (1976-2016) Given the product [N:49]1[CH:48]=[CH:47][N:46]2[C:41]([C:11]3[N:12]=[C:7]([N:1]4[CH2:2][CH2:3][O:4][CH2:5][CH2:6]4)[C:8]4[O:28][C:27]([CH2:29][N:30]5[CH2:31][CH:32]([N:34]6[CH2:39][CH2:38][O:37][CH2:36][CH2:35]6)[CH2:33]5)=[CH:26][C:9]=4[N:10]=3)=[CH:42][CH:43]=[CH:44][C:45]=12, predict the reactants needed to synthesize it. The reactants are: [N:1]1([C:7]2[C:8]3[O:28][C:27]([CH2:29][N:30]4[CH2:33][CH:32]([N:34]5[CH2:39][CH2:38][O:37][CH2:36][CH2:35]5)[CH2:31]4)=[CH:26][C:9]=3[N:10]=[C:11]([Sn](CCCC)(CCCC)CCCC)[N:12]=2)[CH2:6][CH2:5][O:4][CH2:3][CH2:2]1.Br[C:41]1[N:46]2[CH:47]=[CH:48][N:49]=[C:45]2[CH:44]=[CH:43][CH:42]=1.